From a dataset of Catalyst prediction with 721,799 reactions and 888 catalyst types from USPTO. Predict which catalyst facilitates the given reaction. (1) Reactant: Cl.[CH3:2][NH:3][O:4][CH3:5].C[Al](C)C.[F:10][C:11]1[CH:12]=[CH:13][C:14]2[O:19][CH2:18][CH:17]3[CH:20](C4C=CC=CC=4)[CH:21]=[N:22][N:16]3[C:15]=2[CH:29]=1.CCC([O-])=[O:33].[C:35]1([CH3:41])[CH:40]=[CH:39][CH:38]=[CH:37][CH:36]=1. Product: [F:10][C:11]1[CH:12]=[CH:13][C:14]2[O:19][CH2:18][CH:17]3[CH:41]([C:35]4[CH:40]=[CH:39][CH:38]=[CH:37][CH:36]=4)[C:21]([C:20]([N:3]([O:4][CH3:5])[CH3:2])=[O:33])=[N:22][N:16]3[C:15]=2[CH:29]=1. The catalyst class is: 4. (2) Reactant: [F:1][C:2]1[CH:7]=[CH:6][C:5]([S:8]([N:11]2[C:19]3[CH:18]=[C:17]([NH2:20])[N:16]=[CH:15][C:14]=3[CH:13]=[N:12]2)(=[O:10])=[O:9])=[CH:4][CH:3]=1.C(N(CC)C(C)C)(C)C.[Cl:30][C:31]1[CH:39]=[CH:38][CH:37]=[C:36]([F:40])[C:32]=1[C:33](Cl)=[O:34].[Li+].[OH-].Cl. Product: [Cl:30][C:31]1[CH:39]=[CH:38][CH:37]=[C:36]([F:40])[C:32]=1[C:33]([NH:20][C:17]1[N:16]=[CH:15][C:14]2[CH:13]=[N:12][N:11]([S:8]([C:5]3[CH:6]=[CH:7][C:2]([F:1])=[CH:3][CH:4]=3)(=[O:10])=[O:9])[C:19]=2[CH:18]=1)=[O:34]. The catalyst class is: 410. (3) Reactant: [H-].C([Al+]CC(C)C)C(C)C.[CH2:11]1[CH2:15][O:14][CH2:13][CH2:12]1.[CH3:16][N:17]([CH2:19][C:20]1C=CC=C[C:21]=1[C:22]#N)[CH3:18]. Product: [CH3:16][N:17]([CH2:19][C:20]1[CH:21]=[CH:22][CH:15]=[CH:11][C:12]=1[CH:13]=[O:14])[CH3:18]. The catalyst class is: 5. (4) Reactant: [Cl:1][C:2]1[CH:7]=[C:6]2[NH:8][C:9](=[O:30])[C:10]3([CH:15]([C:16]4[CH:21]=[CH:20][C:19]([Cl:22])=[CH:18][CH:17]=4)[CH2:14][CH2:13][NH:12][CH:11]3[C:23]3[CH:28]=[CH:27][CH:26]=[C:25]([F:29])[CH:24]=3)[C:5]2=[CH:4][CH:3]=1.[N:31]([C:34]1[CH:35]=[C:36]([CH:39]=[CH:40][CH:41]=1)[C:37]#[N:38])=[C:32]=[O:33]. Product: [Cl:1][C:2]1[CH:7]=[C:6]2[NH:8][C:9](=[O:30])[C:10]3([CH:15]([C:16]4[CH:17]=[CH:18][C:19]([Cl:22])=[CH:20][CH:21]=4)[CH2:14][CH2:13][N:12]([C:32]([NH:31][C:34]4[CH:41]=[CH:40][CH:39]=[C:36]([C:37]#[N:38])[CH:35]=4)=[O:33])[CH:11]3[C:23]3[CH:28]=[CH:27][CH:26]=[C:25]([F:29])[CH:24]=3)[C:5]2=[CH:4][CH:3]=1. The catalyst class is: 4. (5) Reactant: [C:1]([C:4]1[S:5][C:6]([O:17][C:18]2[CH:34]=[CH:33][C:21]([O:22][CH2:23][CH2:24][CH2:25][CH2:26][CH2:27][C:28]([O:30]CC)=[O:29])=[CH:20][CH:19]=2)=[C:7]2[C:15]3[N:14]([CH3:16])[N:13]=[CH:12][C:11]=3[CH2:10][CH2:9][C:8]=12)(=[O:3])[NH2:2].[OH-].[K+].C(OCC)(=O)C.C(O)(=O)C(O)=O. Product: [C:1]([C:4]1[S:5][C:6]([O:17][C:18]2[CH:34]=[CH:33][C:21]([O:22][CH2:23][CH2:24][CH2:25][CH2:26][CH2:27][C:28]([OH:30])=[O:29])=[CH:20][CH:19]=2)=[C:7]2[C:15]3[N:14]([CH3:16])[N:13]=[CH:12][C:11]=3[CH2:10][CH2:9][C:8]=12)(=[O:3])[NH2:2]. The catalyst class is: 87. (6) Reactant: [F:1][C:2]([F:22])([F:21])[S:3]([NH:6][C:7]1[CH:12]=[C:11]([N+:13]([O-])=O)[CH:10]=[C:9]([C:16]2[CH:20]=[CH:19][O:18][CH:17]=2)[CH:8]=1)(=[O:5])=[O:4].[H][H].[CH3:25][O:26][C:27]1[N:32]=[C:31]([O:33][CH3:34])[C:30]([C:35]2[CH:44]=[C:43]3[C:38]([C:39](Cl)=[C:40]([C:45]([NH2:47])=[O:46])[CH:41]=[N:42]3)=[CH:37][CH:36]=2)=[CH:29][N:28]=1. Product: [CH3:25][O:26][C:27]1[N:32]=[C:31]([O:33][CH3:34])[C:30]([C:35]2[CH:44]=[C:43]3[C:38]([C:39]([NH:13][C:11]4[CH:12]=[C:7]([NH:6][S:3]([C:2]([F:22])([F:21])[F:1])(=[O:5])=[O:4])[CH:8]=[C:9]([C:16]5[CH:20]=[CH:19][O:18][CH:17]=5)[CH:10]=4)=[C:40]([C:45]([NH2:47])=[O:46])[CH:41]=[N:42]3)=[CH:37][CH:36]=2)=[CH:29][N:28]=1. The catalyst class is: 285. (7) Reactant: [C:1](OC1C(Cl)=CC(Cl)=CC=1Cl)(=O)[CH2:2][C:3]([O:5][C:6]1[C:11](Cl)=[CH:10][C:9](Cl)=[CH:8][C:7]=1Cl)=[O:4]. Product: [O:5]1[C:6]2[C:7](=[CH:8][CH:9]=[CH:10][CH:11]=2)[CH:1]=[CH:2][C:3]1=[O:4]. The catalyst class is: 11.